From a dataset of Full USPTO retrosynthesis dataset with 1.9M reactions from patents (1976-2016). Predict the reactants needed to synthesize the given product. (1) Given the product [CH3:1][C:2]1[C:3]([CH2:17][N:18]2[CH2:23][CH2:22][CH:21]([N:24]3[C@H:28]([C:29]4[CH:30]=[CH:31][CH:32]=[CH:33][CH:34]=4)[CH2:27][O:26][C:25]3=[O:35])[CH2:20][CH2:19]2)=[CH:4][CH:5]=[C:6]([O:8][C:9]2[CH:16]=[CH:15][C:12]([C:13]3[N:38]=[N:39][NH:40][N:14]=3)=[CH:11][CH:10]=2)[N:7]=1, predict the reactants needed to synthesize it. The reactants are: [CH3:1][C:2]1[N:7]=[C:6]([O:8][C:9]2[CH:16]=[CH:15][C:12]([C:13]#[N:14])=[CH:11][CH:10]=2)[CH:5]=[CH:4][C:3]=1[CH2:17][N:18]1[CH2:23][CH2:22][CH:21]([N:24]2[C@H:28]([C:29]3[CH:34]=[CH:33][CH:32]=[CH:31][CH:30]=3)[CH2:27][O:26][C:25]2=[O:35])[CH2:20][CH2:19]1.[NH4+].[Cl-].[N-:38]=[N+:39]=[N-:40].[Na+]. (2) Given the product [CH2:34]([N:29]([CH2:30][CH3:31])[CH2:2][CH2:3][C:4]([NH:6][C:7]1[C:20]2[C:19](=[O:21])[C:18]3[C:13](=[CH:14][CH:15]=[CH:16][C:17]=3[NH:22][C:23](=[O:27])[CH2:24][CH2:25][N:37]([CH2:38][CH3:39])[CH2:35][CH3:36])[C:12](=[O:28])[C:11]=2[CH:10]=[CH:9][CH:8]=1)=[O:5])[CH3:33], predict the reactants needed to synthesize it. The reactants are: Cl[CH2:2][CH2:3][C:4]([NH:6][C:7]1[C:20]2[C:19](=[O:21])[C:18]3[C:13](=[CH:14][CH:15]=[CH:16][C:17]=3[NH:22][C:23](=[O:27])[CH2:24][CH2:25]Cl)[C:12](=[O:28])[C:11]=2[CH:10]=[CH:9][CH:8]=1)=[O:5].[N:29]1[CH:34]=[CH:33]C=[CH:31][CH:30]=1.[CH2:35]([NH:37][CH2:38][CH3:39])[CH3:36]. (3) Given the product [CH:41]1([C:38]2[N:37]=[CH:36][C:35]([C:31]3[CH:30]=[C:29]([C:27]4[CH2:26][C:25](=[O:44])[NH:24][C:9]5[CH:10]=[C:11]([C:20]([F:22])([F:21])[F:23])[C:12]([O:14][CH2:15][C:16]([F:18])([F:19])[F:17])=[CH:13][C:8]=5[N:7]=4)[CH:34]=[CH:33][CH:32]=3)=[CH:40][CH:39]=2)[CH2:42][CH2:43]1, predict the reactants needed to synthesize it. The reactants are: C(OC(=O)[NH:7][C:8]1[CH:13]=[C:12]([O:14][CH2:15][C:16]([F:19])([F:18])[F:17])[C:11]([C:20]([F:23])([F:22])[F:21])=[CH:10][C:9]=1[NH:24][C:25](=[O:44])[CH2:26][C:27]([C:29]1[CH:34]=[CH:33][CH:32]=[C:31]([C:35]2[CH:36]=[N:37][C:38]([CH:41]3[CH2:43][CH2:42]3)=[CH:39][CH:40]=2)[CH:30]=1)=O)(C)(C)C.C(O)(C(F)(F)F)=O. (4) Given the product [C:20]1([CH2:67][CH2:39][CH2:40][CH2:41][CH2:42][CH2:43][CH3:44])[CH:21]=[CH:22][CH:23]=[CH:24][CH:25]=1, predict the reactants needed to synthesize it. The reactants are: [C:20]1([B-]([C:20]2[CH:25]=[CH:24][CH:23]=[CH:22][CH:21]=2)([C:20]2[CH:25]=[CH:24][CH:23]=[CH:22][CH:21]=2)[C:20]2[CH:25]=[CH:24][CH:23]=[CH:22][CH:21]=2)[CH:25]=[CH:24][CH:23]=[CH:22][CH:21]=1.C([PH+](C(C)(C)C)C(C)(C)C)(C)(C)C.[C:39]1([CH3:67])[CH:44]=[CH:43][C:42]([B-]([C:42]2[CH:43]=[CH:44][C:39]([CH3:67])=[CH:40][CH:41]=2)([C:42]2[CH:43]=[CH:44][C:39]([CH3:67])=[CH:40][CH:41]=2)[C:42]2[CH:43]=[CH:44][C:39]([CH3:67])=[CH:40][CH:41]=2)=[CH:41][CH:40]=1.C([PH+](C(C)(C)C)C(C)(C)C)(C)(C)C.C(P(C(C)(C)C)C(C)(C)C)(C)(C)C. (5) Given the product [O:32]1[C:31]2[CH:35]=[CH:36][C:28]([C:25]3([C:23]([NH:22][C:19]4[CH:20]=[CH:21][C:16]([CH:7]([N:44]5[CH2:45][CH2:46][N:41]([CH2:40][CH2:39][OH:38])[CH2:42][CH2:43]5)[C:8]5[CH:13]=[CH:12][CH:11]=[CH:10][C:9]=5[O:14][CH3:15])=[CH:17][N:18]=4)=[O:24])[CH2:26][CH2:27]3)=[CH:29][C:30]=2[O:34][CH2:33]1, predict the reactants needed to synthesize it. The reactants are: CS(OC[CH:7]([C:16]1[CH:17]=[N:18][C:19]([NH:22][C:23]([C:25]2([C:28]3[CH:36]=[CH:35][C:31]4[O:32][CH2:33][O:34][C:30]=4[CH:29]=3)[CH2:27][CH2:26]2)=[O:24])=[CH:20][CH:21]=1)[C:8]1[CH:13]=[CH:12][CH:11]=[CH:10][C:9]=1[O:14][CH3:15])(=O)=O.C[O:38][CH2:39][CH2:40][N:41]1[CH2:46][CH2:45][NH:44][CH2:43][CH2:42]1.O1C2C=CC(C3(C(NC4C=CC(C(N(C)C)C5C=CC=CC=5OC)=CN=4)=O)CC3)=CC=2OC1. (6) Given the product [F:1][C:2]1[CH:3]=[C:4]2[C:8](=[CH:9][C:10]=1[NH:11][C:12](=[O:13])[CH2:14][OH:15])[NH:7][C:6](=[O:19])[CH2:5]2, predict the reactants needed to synthesize it. The reactants are: [F:1][C:2]1[CH:3]=[C:4]2[C:8](=[CH:9][C:10]=1[NH:11][C:12]([CH2:14][O:15]C(=O)C)=[O:13])[NH:7][C:6](=[O:19])[CH2:5]2.O.[OH-].[Na+]. (7) The reactants are: FC(F)(F)S(O[C:7]1[CH2:8][C@H:9]([CH3:20])[N:10]([C:13]([CH:15]2[CH2:19][CH2:18][CH2:17][CH2:16]2)=[O:14])[CH2:11][CH:12]=1)(=O)=O.[CH3:23][N:24]1[C:28]2=[N:29][CH:30]=[C:31]([N+:34]([O-:36])=[O:35])[C:32]([CH3:33])=[C:27]2[C:26](B2OC(C)(C)C(C)(C)O2)=[CH:25]1.[O-]P([O-])([O-])=O.[K+].[K+].[K+]. Given the product [CH:15]1([C:13]([N:10]2[CH2:11][CH:12]=[C:7]([C:26]3[C:27]4[C:28](=[N:29][CH:30]=[C:31]([N+:34]([O-:36])=[O:35])[C:32]=4[CH3:33])[N:24]([CH3:23])[CH:25]=3)[CH2:8][C@@H:9]2[CH3:20])=[O:14])[CH2:19][CH2:18][CH2:17][CH2:16]1, predict the reactants needed to synthesize it.